This data is from Reaction yield outcomes from USPTO patents with 853,638 reactions. The task is: Predict the reaction yield, written as a fraction of the theoretical maximum amount of product (1.0 means a 100% yield; for example, 0.34 means a 34% yield). The product is [F:1][C:2]1[C:7]2[N:8]=[N:9][S:10][C:6]=2[CH:5]=[C:4]([C:11]([NH:50][O:49][CH2:48][CH2:47][O:46][CH:44]=[CH2:45])=[O:12])[C:3]=1[NH:14][C:15]1[CH:20]=[CH:19][C:18]([I:21])=[CH:17][C:16]=1[F:22]. The catalyst is C(Cl)Cl. The reactants are [F:1][C:2]1[C:7]2[N:8]=[N:9][S:10][C:6]=2[CH:5]=[C:4]([C:11](O)=[O:12])[C:3]=1[NH:14][C:15]1[CH:20]=[CH:19][C:18]([I:21])=[CH:17][C:16]=1[F:22].C1C=CC2N(O)N=NC=2C=1.CCN=C=NCCCN(C)C.[CH:44]([O:46][CH2:47][CH2:48][O:49][NH2:50])=[CH2:45].[NH4+].[Cl-]. The yield is 0.797.